This data is from Full USPTO retrosynthesis dataset with 1.9M reactions from patents (1976-2016). The task is: Predict the reactants needed to synthesize the given product. (1) Given the product [Br:1][C:2]1[CH:3]=[CH:4][C:5]2[N:9]=[C:8]([C:10]([N:22]3[CH2:26][CH2:25][CH2:24][CH2:23]3)=[O:28])[N:7]([C:14]3[CH:19]=[CH:18][N:17]=[C:16]([NH2:20])[N:15]=3)[C:6]=2[CH:21]=1, predict the reactants needed to synthesize it. The reactants are: [Br:1][C:2]1[CH:3]=[CH:4][C:5]2[N:9]=[C:8]([C:10](Cl)(Cl)Cl)[N:7]([C:14]3[CH:19]=[CH:18][N:17]=[C:16]([NH2:20])[N:15]=3)[C:6]=2[CH:21]=1.[NH:22]1[CH2:26][CH2:25][CH2:24][CH2:23]1.C(=O)([O-])[O-:28].[Cs+].[Cs+]. (2) Given the product [Br:1][C:2]1[CH:3]=[C:4]([NH:5][C:10]2[C:11](=[O:23])[NH:12][C:13](=[O:22])[C:14]=2[C:15]2[CH:20]=[CH:19][C:18]([Cl:21])=[CH:17][CH:16]=2)[CH:6]=[CH:7][CH:8]=1, predict the reactants needed to synthesize it. The reactants are: [Br:1][C:2]1[CH:3]=[C:4]([CH:6]=[CH:7][CH:8]=1)[NH2:5].Cl[C:10]1[C:11](=[O:23])[NH:12][C:13](=[O:22])[C:14]=1[C:15]1[CH:20]=[CH:19][C:18]([Cl:21])=[CH:17][CH:16]=1. (3) Given the product [C:18]([C:15]1[CH:16]=[CH:17][C:12]([C:4]2[C:3]([CH2:2][O:1][C:27]3[C:26]([F:29])=[CH:25][C:24]([CH2:30][CH2:31][C:32]([OH:34])=[O:33])=[CH:23][C:22]=3[F:21])=[C:7]([C:8]([F:11])([F:9])[F:10])[S:6][N:5]=2)=[CH:13][CH:14]=1)(=[O:20])[CH3:19], predict the reactants needed to synthesize it. The reactants are: [OH:1][CH2:2][C:3]1[C:4]([C:12]2[CH:17]=[CH:16][C:15]([C:18](=[O:20])[CH3:19])=[CH:14][CH:13]=2)=[N:5][S:6][C:7]=1[C:8]([F:11])([F:10])[F:9].[F:21][C:22]1[CH:23]=[C:24]([CH2:30][CH2:31][C:32]([O:34]CC)=[O:33])[CH:25]=[C:26]([F:29])[C:27]=1O. (4) Given the product [CH3:15][O:14][C:12]1[C:11](=[O:16])[C:10]([C:17]2[N:21]([C:22]3[CH:27]=[CH:26][CH:25]=[CH:24][CH:23]=3)[N:20]=[CH:19][CH:18]=2)=[N:9][N:8]([C:5]2[CH:6]=[CH:7][C:2]([N:34]3[CH2:35][C:36]([F:38])([F:37])[C:32]([F:39])([F:31])[CH2:33]3)=[CH:3][C:4]=2[O:28][CH3:29])[CH:13]=1, predict the reactants needed to synthesize it. The reactants are: I[C:2]1[CH:7]=[CH:6][C:5]([N:8]2[CH:13]=[C:12]([O:14][CH3:15])[C:11](=[O:16])[C:10]([C:17]3[N:21]([C:22]4[CH:27]=[CH:26][CH:25]=[CH:24][CH:23]=4)[N:20]=[CH:19][CH:18]=3)=[N:9]2)=[C:4]([O:28][CH3:29])[CH:3]=1.Cl.[F:31][C:32]1([F:39])[C:36]([F:38])([F:37])[CH2:35][NH:34][CH2:33]1.CC1(C)C2C(=C(P(C3C=CC=CC=3)C3C=CC=CC=3)C=CC=2)OC2C(P(C3C=CC=CC=3)C3C=CC=CC=3)=CC=CC1=2.CC(C)([O-])C.[Na+].